From a dataset of Peptide-MHC class I binding affinity with 185,985 pairs from IEDB/IMGT. Regression. Given a peptide amino acid sequence and an MHC pseudo amino acid sequence, predict their binding affinity value. This is MHC class I binding data. (1) The peptide sequence is YPLTFGWCY. The MHC is HLA-B51:01 with pseudo-sequence HLA-B51:01. The binding affinity (normalized) is 0.0585. (2) The peptide sequence is AWIDNYNKF. The binding affinity (normalized) is 0.327. The MHC is HLA-A29:02 with pseudo-sequence HLA-A29:02. (3) The binding affinity (normalized) is 0. The peptide sequence is RRAARAEYL. The MHC is HLA-A29:02 with pseudo-sequence HLA-A29:02. (4) The peptide sequence is TVKSMILHEI. The MHC is HLA-A23:01 with pseudo-sequence HLA-A23:01. The binding affinity (normalized) is 0.179. (5) The peptide sequence is MSQMPPHPY. The MHC is HLA-A68:02 with pseudo-sequence HLA-A68:02. The binding affinity (normalized) is 0.0847. (6) The peptide sequence is EEILSQLYRP. The MHC is Mamu-B03 with pseudo-sequence Mamu-B03. The binding affinity (normalized) is 0. (7) The binding affinity (normalized) is 0.419. The peptide sequence is SVLRAVLPR. The MHC is HLA-A33:01 with pseudo-sequence HLA-A33:01.